This data is from Forward reaction prediction with 1.9M reactions from USPTO patents (1976-2016). The task is: Predict the product of the given reaction. (1) Given the reactants [Cl:1][C:2]1[N:11]=[C:10](N)[C:9]2[C:4](=[CH:5][CH:6]=[C:7]([O:13][C:14]3[CH:19]=[CH:18][C:17]([F:20])=[CH:16][C:15]=3[F:21])[CH:8]=2)[N:3]=1.N(OC(C)(C)C)=O.O, predict the reaction product. The product is: [Cl:1][C:2]1[N:11]=[CH:10][C:9]2[C:4](=[CH:5][CH:6]=[C:7]([O:13][C:14]3[CH:19]=[CH:18][C:17]([F:20])=[CH:16][C:15]=3[F:21])[CH:8]=2)[N:3]=1. (2) The product is: [NH2:1][C:4]1[CH:5]=[C:6]([CH2:10][S:11]([N:14]([CH3:16])[CH3:15])(=[O:13])=[O:12])[CH:7]=[CH:8][CH:9]=1. Given the reactants [N+:1]([C:4]1[CH:5]=[C:6]([CH2:10][S:11]([N:14]([CH3:16])[CH3:15])(=[O:13])=[O:12])[CH:7]=[CH:8][CH:9]=1)([O-])=O, predict the reaction product. (3) Given the reactants [CH2:1]([O:3][C:4]([C:6]1[NH:7][N:8]=[C:9]2[C:18]3[C:13](=[CH:14][N:15]=[C:16]([Cl:19])[CH:17]=3)[CH2:12][CH2:11][C:10]=12)=[O:5])[CH3:2].[O:20]([C:22]([CH3:25])([CH3:24])[CH3:23])[Li].C(OC(N[CH:34]([CH:40]1[CH2:42][CH2:41]1)OS(C)(=O)=O)=O)(C)(C)C.C[N:44]([CH:46]=[O:47])C, predict the reaction product. The product is: [CH2:1]([O:3][C:4]([C:6]1[N:7]([CH2:41][C:42]2([NH:44][C:46]([O:20][C:22]([CH3:25])([CH3:24])[CH3:23])=[O:47])[CH2:34][CH2:40]2)[N:8]=[C:9]2[C:18]3[C:13](=[CH:14][N:15]=[C:16]([Cl:19])[CH:17]=3)[CH2:12][CH2:11][C:10]=12)=[O:5])[CH3:2].